Dataset: Reaction yield outcomes from USPTO patents with 853,638 reactions. Task: Predict the reaction yield, written as a fraction of the theoretical maximum amount of product (1.0 means a 100% yield; for example, 0.34 means a 34% yield). (1) The yield is 0.250. The catalyst is C(Cl)Cl.Cl. The reactants are CC1(C)[N:6]([C:7]2[S:8][C:9]3[CH:15]=[C:14]([CH2:16][N:17]4[C:21]5[CH:22]=[CH:23][C:24]([O:26][CH2:27][CH2:28][N:29]6[CH2:34][CH2:33][O:32][CH2:31][CH2:30]6)=[CH:25][C:20]=5[N:19]=[CH:18]4)[CH:13]=[CH:12][C:10]=3[N:11]=2)[C@@H:5]2[CH2:35][CH2:36][CH2:37][CH2:38][C@H:4]2[O:3]1.C(N(CC)CC)C. The product is [O:32]1[CH2:31][CH2:30][N:29]([CH2:28][CH2:27][O:26][C:24]2[CH:23]=[CH:22][C:21]3[N:17]([CH2:16][C:14]4[CH:13]=[CH:12][C:10]5[N:11]=[C:7]([NH:6][C@@H:5]6[CH2:35][CH2:36][CH2:37][CH2:38][C@H:4]6[OH:3])[S:8][C:9]=5[CH:15]=4)[CH:18]=[N:19][C:20]=3[CH:25]=2)[CH2:34][CH2:33]1. (2) The reactants are C([O:8][C:9]1[C:14]([CH2:15][N:16]2[CH2:25][CH2:24][C:23]3[C:18](=[C:19]([Cl:32])[C:20]([CH:27]([O:30][CH3:31])[CH2:28][OH:29])=[CH:21][C:22]=3[Cl:26])[C:17]2=[O:33])=[C:13]([CH3:34])[CH:12]=[C:11]([CH3:35])[N:10]=1)C1C=CC=CC=1.CO.C(=O)([O-])[O-].[K+].[K+]. The catalyst is ClCCl.FC(F)(F)C(O)=O. The product is [Cl:26][C:22]1[CH:21]=[C:20]([CH:27]([O:30][CH3:31])[CH2:28][OH:29])[C:19]([Cl:32])=[C:18]2[C:23]=1[CH2:24][CH2:25][N:16]([CH2:15][C:14]1[C:9](=[O:8])[NH:10][C:11]([CH3:35])=[CH:12][C:13]=1[CH3:34])[C:17]2=[O:33]. The yield is 0.750.